This data is from Forward reaction prediction with 1.9M reactions from USPTO patents (1976-2016). The task is: Predict the product of the given reaction. Given the reactants Br[CH2:2][C:3]([O:5][CH2:6][CH3:7])=[O:4].[CH3:8][CH:9]([NH2:16])[C:10]1[CH:15]=[CH:14][CH:13]=[CH:12][CH:11]=1.C(N(C(C)C)C(C)C)C, predict the reaction product. The product is: [C:10]1([C@H:9]([NH:16][CH2:2][C:3]([O:5][CH2:6][CH3:7])=[O:4])[CH3:8])[CH:15]=[CH:14][CH:13]=[CH:12][CH:11]=1.